This data is from Peptide-MHC class II binding affinity with 134,281 pairs from IEDB. The task is: Regression. Given a peptide amino acid sequence and an MHC pseudo amino acid sequence, predict their binding affinity value. This is MHC class II binding data. (1) The binding affinity (normalized) is 0.797. The MHC is DRB1_0404 with pseudo-sequence DRB1_0404. The peptide sequence is PNLYNIRNLHIPEVC. (2) The peptide sequence is AFKKAATAANAAPAN. The MHC is DRB1_0901 with pseudo-sequence DRB1_0901. The binding affinity (normalized) is 0.588.